This data is from Forward reaction prediction with 1.9M reactions from USPTO patents (1976-2016). The task is: Predict the product of the given reaction. The product is: [NH:10]1[C:6]2[CH:5]=[CH:4][N:3]=[C:2]([C:12]#[N:13])[C:7]=2[CH:8]=[CH:9]1. Given the reactants Cl[C:2]1[C:7]2[CH:8]=[CH:9][NH:10][C:6]=2[CH:5]=[CH:4][N:3]=1.O.[CH3:12][N:13]1C(=O)CCC1, predict the reaction product.